This data is from Reaction yield outcomes from USPTO patents with 853,638 reactions. The task is: Predict the reaction yield, written as a fraction of the theoretical maximum amount of product (1.0 means a 100% yield; for example, 0.34 means a 34% yield). (1) The reactants are [NH2:1][C:2]1[CH:3]=[CH:4][C:5]([F:16])=[C:6]([C@:8]2([CH3:15])[CH2:13][CH2:12][O:11][C:10]([NH2:14])=[N:9]2)[CH:7]=1.[Cl:17][C:18]1[C:19]([CH:26]=O)=[N:20][N:21]([CH:23]([F:25])[F:24])[CH:22]=1.[B][B][B][B][B][B][B][B][B][B]. The product is [Cl:17][C:18]1[C:19]([CH2:26][NH:1][C:2]2[CH:3]=[CH:4][C:5]([F:16])=[C:6]([C@:8]3([CH3:15])[CH2:13][CH2:12][O:11][C:10]([NH2:14])=[N:9]3)[CH:7]=2)=[N:20][N:21]([CH:23]([F:25])[F:24])[CH:22]=1. The yield is 0.200. The catalyst is CO. (2) The product is [C:12]([O:11][C:9]([NH:1][C@H:2]([C:6]([O:8][C:39]1[C:40]2[C:45](=[CH:44][CH:43]=[CH:42][CH:41]=2)[C:36]([O:35][C:31](=[O:34])[CH2:32][CH3:33])=[C:37]([CH2:48]/[CH:49]=[C:50](\[CH3:82])/[CH2:51][CH2:52]/[CH:53]=[C:54](\[CH3:81])/[CH2:55][CH2:56]/[CH:57]=[C:58](\[CH3:80])/[CH2:59][CH2:60]/[CH:61]=[C:62](\[CH3:79])/[CH2:63][CH2:64]/[CH:65]=[C:66](\[CH3:78])/[CH2:67][CH2:68]/[CH:69]=[C:70](\[CH3:77])/[CH2:71][CH2:72][CH:73]=[C:74]([CH3:76])[CH3:75])[C:38]=1[CH3:47])=[O:7])[CH:3]([CH3:5])[CH3:4])=[O:10])([CH3:13])([CH3:15])[CH3:14]. The catalyst is CN(C1C=CN=CC=1)C.C(Cl)Cl.CCOCC. The reactants are [NH:1]([C:9]([O:11][C:12]([CH3:15])([CH3:14])[CH3:13])=[O:10])[C@H:2]([C:6]([OH:8])=[O:7])[CH:3]([CH3:5])[CH3:4].C1CCC(N=C=NC2CCCCC2)CC1.[C:31]([O:35][C:36]1[C:45]2[C:40](=[CH:41][CH:42]=[CH:43][CH:44]=2)[C:39](O)=[C:38]([CH3:47])[C:37]=1[CH2:48]/[CH:49]=[C:50](\[CH3:82])/[CH2:51][CH2:52]/[CH:53]=[C:54](\[CH3:81])/[CH2:55][CH2:56]/[CH:57]=[C:58](\[CH3:80])/[CH2:59][CH2:60]/[CH:61]=[C:62](\[CH3:79])/[CH2:63][CH2:64]/[CH:65]=[C:66](\[CH3:78])/[CH2:67][CH2:68]/[CH:69]=[C:70](\[CH3:77])/[CH2:71][CH2:72][CH:73]=[C:74]([CH3:76])[CH3:75])(=[O:34])[CH2:32][CH3:33]. The yield is 0.280. (3) The reactants are [F:1][C:2]1[CH:7]=[C:6]([O:8][C:9]2[CH:14]=[CH:13][CH:12]=[CH:11][CH:10]=2)[CH:5]=[CH:4][C:3]=1[C:15]1[C:23]2[C:18](=[N:19][CH:20]=[N:21][C:22]=2[NH2:24])[N:17]([C@@H:25]2[CH2:30][CH2:29][CH2:28][NH:27][CH2:26]2)[N:16]=1.[C:31]([CH2:33][C:34](O)=[O:35])#[N:32].N1(C(N2C=CN=C2)=O)C=CN=C1. The catalyst is ClCCl. The product is [NH2:24][C:22]1[N:21]=[CH:20][N:19]=[C:18]2[N:17]([C@@H:25]3[CH2:30][CH2:29][CH2:28][N:27]([C:34](=[O:35])[CH2:33][C:31]#[N:32])[CH2:26]3)[N:16]=[C:15]([C:3]3[CH:4]=[CH:5][C:6]([O:8][C:9]4[CH:14]=[CH:13][CH:12]=[CH:11][CH:10]=4)=[CH:7][C:2]=3[F:1])[C:23]=12. The yield is 0.450.